From a dataset of Catalyst prediction with 721,799 reactions and 888 catalyst types from USPTO. Predict which catalyst facilitates the given reaction. (1) Reactant: [CH3:1][O:2][C:3]1[CH:4]=[C:5]2[C:10](=[CH:11][CH:12]=1)[CH2:9][CH:8]([NH:13][C:14]([C:16]1[CH:37]=[CH:36][C:19]([O:20][C:21]3[CH:30]=[C:29]4[C:24]([CH:25]([C:31]([O-:33])=[O:32])[CH2:26][CH2:27][O:28]4)=[CH:23][C:22]=3[C:34]#[N:35])=[CH:18][CH:17]=1)=[O:15])[CH2:7][CH2:6]2.O[Li].O.O1CCOCC1.Cl. Product: [C:34]([C:22]1[CH:23]=[C:24]2[C:29](=[CH:30][C:21]=1[O:20][C:19]1[CH:18]=[CH:17][C:16]([C:14](=[O:15])[NH:13][CH:8]3[CH2:7][CH2:6][C:5]4[C:10](=[CH:11][CH:12]=[C:3]([O:2][CH3:1])[CH:4]=4)[CH2:9]3)=[CH:37][CH:36]=1)[O:28][CH2:27][CH2:26][CH:25]2[C:31]([OH:33])=[O:32])#[N:35]. The catalyst class is: 1. (2) Reactant: [CH2:1]([O:8][C:9]1[CH:10]=[C:11]([CH:30]=[CH:31][CH:32]=1)[CH2:12][O:13][C:14]1[C:19]2[CH:20]=[C:21]([C:23](=O)[CH2:24]Br)[O:22][C:18]=2[C:17]([Cl:27])=[C:16]([O:28][CH3:29])[CH:15]=1)[C:2]1[CH:7]=[CH:6][CH:5]=[CH:4][CH:3]=1.[Br:33][C:34]1[S:38][C:37]([NH2:39])=[N:36][N:35]=1. Product: [CH2:1]([O:8][C:9]1[CH:10]=[C:11]([CH:30]=[CH:31][CH:32]=1)[CH2:12][O:13][C:14]1[C:19]2[CH:20]=[C:21]([C:23]3[N:39]=[C:37]4[N:36]([CH:24]=3)[N:35]=[C:34]([Br:33])[S:38]4)[O:22][C:18]=2[C:17]([Cl:27])=[C:16]([O:28][CH3:29])[CH:15]=1)[C:2]1[CH:7]=[CH:6][CH:5]=[CH:4][CH:3]=1. The catalyst class is: 41.